Predict the product of the given reaction. From a dataset of Forward reaction prediction with 1.9M reactions from USPTO patents (1976-2016). (1) Given the reactants [CH3:1][C:2]1[CH:14]=[CH:13][CH:12]=[C:11]([N+:15]([O-:17])=[O:16])[C:3]=1[C:4]([O:6][C:7]([CH3:10])([CH3:9])[CH3:8])=[O:5].C1C(=O)N([Br:25])C(=O)C1.C(OOC(=O)C1C=CC=CC=1)(=O)C1C=CC=CC=1, predict the reaction product. The product is: [Br:25][CH2:1][C:2]1[CH:14]=[CH:13][CH:12]=[C:11]([N+:15]([O-:17])=[O:16])[C:3]=1[C:4]([O:6][C:7]([CH3:10])([CH3:8])[CH3:9])=[O:5]. (2) Given the reactants CC(C)([S@]([NH:6][C@H:7]([C:20]1[CH:25]=[CH:24][CH:23]=[CH:22][CH:21]=1)[C:8]1[CH:9]=[C:10]([P:14]([CH3:19])(=[O:18])[O:15][CH2:16][CH3:17])[CH:11]=[CH:12][CH:13]=1)=O)C, predict the reaction product. The product is: [NH2:6][C@H:7]([C:20]1[CH:21]=[CH:22][CH:23]=[CH:24][CH:25]=1)[C:8]1[CH:9]=[C:10]([P:14]([CH3:19])(=[O:18])[O:15][CH2:16][CH3:17])[CH:11]=[CH:12][CH:13]=1. (3) Given the reactants [CH3:1][O:2][CH2:3][N:4]1[C:8](=[O:9])[CH:7]=[C:6]([CH3:10])[C:5]1=[O:11], predict the reaction product. The product is: [OH:9][CH:8]1[CH:7]=[C:6]([CH3:10])[C:5](=[O:11])[N:4]1[CH2:3][O:2][CH3:1]. (4) Given the reactants [CH2:1]([O:8][CH2:9][C@@H:10]([CH3:13])[CH2:11]O)[C:2]1[CH:7]=[CH:6][CH:5]=[CH:4][CH:3]=1.[CH2:14]([N:16](CC)CC)C.CS(Cl)(=O)=O.[C-]#N.[Na+], predict the reaction product. The product is: [CH2:1]([O:8][CH2:9][C@@H:10]([CH3:13])[CH2:11][C:14]#[N:16])[C:2]1[CH:7]=[CH:6][CH:5]=[CH:4][CH:3]=1. (5) Given the reactants Cl[C:2]1[N:7]=[C:6]([C:8]2[N:9]([CH:14]([CH3:16])[CH3:15])[C:10]([CH3:13])=[N:11][CH:12]=2)[CH:5]=[CH:4][N:3]=1.[NH2:17][C@H:18]1[CH2:23][CH2:22][C@H:21]([NH:24][C:25](=[O:31])[O:26][C:27]([CH3:30])([CH3:29])[CH3:28])[CH2:20][CH2:19]1.C(N(CC)CC)C, predict the reaction product. The product is: [CH3:13][C:10]1[N:9]([CH:14]([CH3:16])[CH3:15])[C:8]([C:6]2[CH:5]=[CH:4][N:3]=[C:2]([NH:17][C@H:18]3[CH2:23][CH2:22][C@H:21]([NH:24][C:25](=[O:31])[O:26][C:27]([CH3:29])([CH3:28])[CH3:30])[CH2:20][CH2:19]3)[N:7]=2)=[CH:12][N:11]=1. (6) Given the reactants [CH3:1][N:2]([CH3:35])[C:3](=[O:34])[CH:4]=[CH:5][C:6]([CH2:24][O:25][CH2:26][CH2:27][CH2:28][CH2:29][CH2:30][CH2:31][CH2:32][CH3:33])([CH2:14][O:15][CH2:16][CH2:17][CH2:18][CH2:19][CH2:20][CH2:21][CH2:22][CH3:23])[CH:7]=[CH:8][C:9]([N:11]([CH3:13])[CH3:12])=[O:10], predict the reaction product. The product is: [CH3:13][N:11]([CH3:12])[C:9](=[O:10])[CH2:8][CH2:7][C:6]([CH2:14][O:15][CH2:16][CH2:17][CH2:18][CH2:19][CH2:20][CH2:21][CH2:22][CH3:23])([CH2:24][O:25][CH2:26][CH2:27][CH2:28][CH2:29][CH2:30][CH2:31][CH2:32][CH3:33])[CH2:5][CH2:4][C:3]([N:2]([CH3:1])[CH3:35])=[O:34].